This data is from Catalyst prediction with 721,799 reactions and 888 catalyst types from USPTO. The task is: Predict which catalyst facilitates the given reaction. (1) Reactant: [Br:1][C:2]1[C:11]2[C:6](=[CH:7][CH:8]=[CH:9][CH:10]=2)[N:5]=[C:4]([C:12]([NH:14][C@H:15]2[CH2:20][CH2:19][CH2:18][CH2:17][C@@H:16]2[OH:21])=[O:13])[CH:3]=1.ClC1C=CC=C(C(OO)=[O:30])C=1. Product: [Br:1][C:2]1[CH:3]=[C:4]([C:12]([NH:14][C@H:15]2[CH2:20][CH2:19][CH2:18][CH2:17][C@@H:16]2[OH:21])=[O:13])[N+:5]([O-:30])=[C:6]2[C:11]=1[CH:10]=[CH:9][CH:8]=[CH:7]2. The catalyst class is: 2. (2) Reactant: [NH2:1][C:2]1[N:7]=[C:6]([NH:8][CH2:9][CH2:10][CH3:11])[C:5]([C:12]([O:14][CH2:15][CH3:16])=[O:13])=[CH:4][N:3]=1.N1C=CC=CC=1.O.Cl[C:25]([O:27][C:28]1[CH:33]=[CH:32][CH:31]=[CH:30][CH:29]=1)=[O:26]. Product: [O:27]([C:25]([NH:1][C:2]1[N:7]=[C:6]([NH:8][CH2:9][CH2:10][CH3:11])[C:5]([C:12]([O:14][CH2:15][CH3:16])=[O:13])=[CH:4][N:3]=1)=[O:26])[C:28]1[CH:33]=[CH:32][CH:31]=[CH:30][CH:29]=1. The catalyst class is: 9.